This data is from Catalyst prediction with 721,799 reactions and 888 catalyst types from USPTO. The task is: Predict which catalyst facilitates the given reaction. (1) The catalyst class is: 35. Product: [F:1][C:2]1[CH:7]=[CH:6][C:5]([CH:8]2[O:12][C:11](=[O:13])[N:10]([CH2:37][C:27]3[C:36]4[C:31](=[CH:32][CH:33]=[CH:34][CH:35]=4)[CH:30]=[CH:29][CH:28]=3)[CH:9]2[CH2:14][C:15]2[CH:20]=[CH:19][C:18]([C:21]([F:22])([F:24])[F:23])=[CH:17][CH:16]=2)=[CH:4][CH:3]=1. Reactant: [F:1][C:2]1[CH:7]=[CH:6][C:5]([CH:8]2[O:12][C:11](=[O:13])[NH:10][CH:9]2[CH2:14][C:15]2[CH:20]=[CH:19][C:18]([C:21]([F:24])([F:23])[F:22])=[CH:17][CH:16]=2)=[CH:4][CH:3]=1.[H-].[Na+].[C:27]1([CH2:37]Cl)[C:36]2[C:31](=[CH:32][CH:33]=[CH:34][CH:35]=2)[CH:30]=[CH:29][CH:28]=1. (2) Reactant: [Cl:1][C:2]1[N:7]=[C:6]([NH:8][C@H:9]2[CH2:14][CH2:13][CH2:12][C:11]([CH2:19][C:20](OCC)=[O:21])([CH2:15][N+:16]([O-])=O)[CH2:10]2)[C:5]([F:25])=[CH:4][N:3]=1. Product: [Cl:1][C:2]1[N:7]=[C:6]([NH:8][C@H:9]2[CH2:14][CH2:13][CH2:12][C:11]3([CH2:15][NH:16][C:20](=[O:21])[CH2:19]3)[CH2:10]2)[C:5]([F:25])=[CH:4][N:3]=1. The catalyst class is: 94. (3) Reactant: [O:1]=[C:2]1[NH:6][C:5](=[O:7])/[C:4](=[CH:8]/[C:9]2[O:17][C:16]3[C:15]([C:18]4[CH:27]=[CH:26][C:21]([C:22]([O:24]C)=[O:23])=[CH:20][CH:19]=4)=[CH:14][N:13]=[CH:12][C:11]=3[CH:10]=2)/[S:3]1.[OH-].[Na+]. Product: [O:1]=[C:2]1[NH:6][C:5](=[O:7])/[C:4](=[CH:8]/[C:9]2[O:17][C:16]3[C:15]([C:18]4[CH:27]=[CH:26][C:21]([C:22]([OH:24])=[O:23])=[CH:20][CH:19]=4)=[CH:14][N:13]=[CH:12][C:11]=3[CH:10]=2)/[S:3]1. The catalyst class is: 83. (4) Reactant: [N+:1]([C:4]1[CH:9]=[CH:8][C:7]([C:10]2[O:14][N:13]=[CH:12][C:11]=2[CH2:15][CH2:16][C:17](OC)=[O:18])=[CH:6][CH:5]=1)([O-:3])=[O:2].[H-].C([Al+]CC(C)C)C(C)C.Cl. Product: [N+:1]([C:4]1[CH:5]=[CH:6][C:7]([C:10]2[O:14][N:13]=[CH:12][C:11]=2[CH2:15][CH2:16][CH2:17][OH:18])=[CH:8][CH:9]=1)([O-:3])=[O:2]. The catalyst class is: 7. (5) The catalyst class is: 7. Reactant: [CH3:1][O:2][C:3]1[CH:4]=[C:5]([CH:10]=[C:11]([CH3:13])[CH:12]=1)[C:6]([O:8]C)=O.[Cl:14][C:15]1[CH:20]=[CH:19][C:18]([CH3:21])=[CH:17][N:16]=1.C[Si](C)(C)[N-][Si](C)(C)C.[Li+].[Cl-].[NH4+]. Product: [Cl:14][C:15]1[CH:20]=[CH:19][C:18]([CH2:21][C:6]([C:5]2[CH:10]=[C:11]([CH3:13])[CH:12]=[C:3]([O:2][CH3:1])[CH:4]=2)=[O:8])=[CH:17][N:16]=1. (6) Reactant: [NH2:1][C:2]1[CH:9]=[C:8]([N+:10]([O-:12])=[O:11])[CH:7]=[CH:6][C:3]=1[C:4]#[N:5].[Br:13]Br.S([O-])([O-])(=O)=S.[Na+].[Na+]. Product: [NH2:1][C:2]1[CH:9]=[C:8]([N+:10]([O-:12])=[O:11])[C:7]([Br:13])=[CH:6][C:3]=1[C:4]#[N:5]. The catalyst class is: 12. (7) Reactant: [CH2:1]([O:3][C:4]1[CH:9]=[CH:8][C:7]([NH:10][CH:11]2[CH2:16][CH2:15][N:14]([C@H:17]([CH3:21])[CH2:18][C:19]#[N:20])[CH2:13][CH2:12]2)=[CH:6][CH:5]=1)[CH3:2].Cl.[C:23]([Cl:31])(=[O:30])[C:24]1[CH:29]=[CH:28][CH:27]=[N:26][CH:25]=1.CCN(C(C)C)C(C)C. Product: [C:19]([CH2:18][C@H:17]([N:14]1[CH2:15][CH2:16][CH:11]([N:10]([C:7]2[CH:8]=[CH:9][C:4]([O:3][CH2:1][CH3:2])=[CH:5][CH:6]=2)[C:23](=[O:30])[C:24]2[CH:29]=[CH:28][CH:27]=[N:26][CH:25]=2)[CH2:12][CH2:13]1)[CH3:21])#[N:20].[CH2:23]([Cl:31])[C:24]1[CH:29]=[CH:28][CH:27]=[N:26][CH:25]=1. The catalyst class is: 1. (8) Reactant: [N:1]1[CH:6]=[CH:5][CH:4]=[CH:3][C:2]=1[C:7]([OH:9])=O.C(Cl)CCl.C1C=CC2N(O)N=NC=2C=1.[NH2:24][CH2:25][CH2:26][O:27][C:28]1[C:38]2[CH2:37][CH2:36][N:35]([C:39](=[O:44])[C:40]([F:43])([F:42])[F:41])[CH2:34][CH2:33][C:32]=2[CH:31]=[CH:30][C:29]=1[Cl:45]. Product: [Cl:45][C:29]1[CH:30]=[CH:31][C:32]2[CH2:33][CH2:34][N:35]([C:39](=[O:44])[C:40]([F:42])([F:41])[F:43])[CH2:36][CH2:37][C:38]=2[C:28]=1[O:27][CH2:26][CH2:25][NH:24][C:7]([C:2]1[CH:3]=[CH:4][CH:5]=[CH:6][N:1]=1)=[O:9]. The catalyst class is: 34. (9) Reactant: [Br:1][C:2]1[CH:3]=[C:4]([NH:9][CH:10]=[C:11]2[C:16](=[O:17])OC(C)(C)OC2=O)[CH:5]=[CH:6][C:7]=1[F:8]. Product: [Br:1][C:2]1[CH:3]=[C:4]2[C:5]([C:16]([OH:17])=[CH:11][CH:10]=[N:9]2)=[CH:6][C:7]=1[F:8]. The catalyst class is: 400. (10) Reactant: [CH3:1][C:2]1[N:3]=[C:4]([C:7]2(O)[CH2:12][CH2:11][O:10][CH2:9][CH2:8]2)[S:5][CH:6]=1.CCN(S(F)(F)[F:20])CC.C(=O)([O-])[O-].[Na+].[Na+]. Product: [F:20][C:7]1([C:4]2[S:5][CH:6]=[C:2]([CH3:1])[N:3]=2)[CH2:12][CH2:11][O:10][CH2:9][CH2:8]1. The catalyst class is: 4.